This data is from Orexin1 receptor HTS with 218,158 compounds and 233 confirmed actives. The task is: Binary Classification. Given a drug SMILES string, predict its activity (active/inactive) in a high-throughput screening assay against a specified biological target. (1) The molecule is Clc1ccc(n2c(SCc3ccccc3)nc([O-])cc2=O)cc1. The result is 0 (inactive). (2) The molecule is S=C(Nc1ccc(N(C)C)cc1)c1nc2c(cc1)cccc2. The result is 1 (active). (3) The molecule is o1nc2CC(CC(=O)c2c1c1ccccc1)(C)C. The result is 0 (inactive). (4) The compound is S(c1c(N)cc(cc1)C(OC)=O)c1ccc(F)cc1. The result is 0 (inactive). (5) The molecule is O1C(CN(CC1C)c1nc2c(cc1c1ccccc1)cccc2)C. The result is 0 (inactive). (6) The drug is O=C1N(CCC1)c1cc(C(=O)NCCN(CC)c2ccccc2)ccc1. The result is 0 (inactive). (7) The result is 0 (inactive). The molecule is s1c(c2n(\N=C\c3ccc(OC)cc3)c(=S)[nH]n2)ccc1. (8) The molecule is Brc1sc(/C(=N\NC(=O)c2c([N+]([O-])=O)cccc2)C)cc1. The result is 0 (inactive).